Dataset: Forward reaction prediction with 1.9M reactions from USPTO patents (1976-2016). Task: Predict the product of the given reaction. (1) Given the reactants [OH:1][CH:2]([CH:4]1[CH2:8][CH2:7][CH2:6][N:5]1[C:9]([O:11][C:12]([CH3:15])([CH3:14])[CH3:13])=[O:10])[CH3:3].[CH3:16]I.[H-].[Na+], predict the reaction product. The product is: [CH3:16][O:1][CH:2]([CH:4]1[CH2:8][CH2:7][CH2:6][N:5]1[C:9]([O:11][C:12]([CH3:14])([CH3:13])[CH3:15])=[O:10])[CH3:3]. (2) The product is: [Cl:1][C:2]1[C:7]([O:8][CH3:9])=[C:6]([O:10][CH3:11])[CH:5]=[CH:4][C:3]=1[N:12]([CH2:20][C:21]1[N:22]([CH2:28][C:29]2[CH:39]=[CH:38][CH:37]=[CH:36][C:30]=2[O:31][CH2:32][C:33]([OH:35])=[O:34])[C:23]([CH3:27])=[C:24]([CH3:26])[N:25]=1)[C:13]([CH2:15][CH2:16][CH:17]([CH3:19])[CH3:18])=[O:14]. Given the reactants [Cl:1][C:2]1[C:7]([O:8][CH3:9])=[C:6]([O:10][CH3:11])[CH:5]=[CH:4][C:3]=1[N:12]([CH2:20][C:21]1[N:22]([CH2:28][C:29]2[CH:39]=[CH:38][CH:37]=[CH:36][C:30]=2[O:31][CH2:32][C:33]([O-:35])=[O:34])[C:23]([CH3:27])=[C:24]([CH3:26])[N:25]=1)[C:13]([CH2:15][CH2:16][CH:17]([CH3:19])[CH3:18])=[O:14], predict the reaction product.